Predict the reactants needed to synthesize the given product. From a dataset of Full USPTO retrosynthesis dataset with 1.9M reactions from patents (1976-2016). (1) Given the product [Cl:38][C:20]1[C:21]([NH:23][C:24]2[CH:29]=[CH:28][C:27]([N:30]3[CH2:31][CH2:32][O:33][CH2:34][CH2:35]3)=[CH:26][C:25]=2[O:36][CH3:37])=[N:22][C:17]([NH:1][C:2]2[CH:3]=[CH:4][C:5]3[C:11]([CH3:12])([CH3:13])[CH2:10][CH2:9][C:8](=[O:14])[NH:7][C:6]=3[CH:15]=2)=[N:18][CH:19]=1, predict the reactants needed to synthesize it. The reactants are: [NH2:1][C:2]1[CH:3]=[CH:4][C:5]2[C:11]([CH3:13])([CH3:12])[CH2:10][CH2:9][C:8](=[O:14])[NH:7][C:6]=2[CH:15]=1.Cl[C:17]1[N:22]=[C:21]([NH:23][C:24]2[CH:29]=[CH:28][C:27]([N:30]3[CH2:35][CH2:34][O:33][CH2:32][CH2:31]3)=[CH:26][C:25]=2[O:36][CH3:37])[C:20]([Cl:38])=[CH:19][N:18]=1. (2) The reactants are: [CH3:1][C@@H:2]1[NH:7][C@@H:6]([CH3:8])[CH2:5][NH:4][C:3]1=[O:9].[CH2:10]=O.[BH4-].[Na+]. Given the product [CH3:1][C@@H:2]1[N:7]([CH3:10])[C@@H:6]([CH3:8])[CH2:5][NH:4][C:3]1=[O:9], predict the reactants needed to synthesize it.